From a dataset of Reaction yield outcomes from USPTO patents with 853,638 reactions. Predict the reaction yield, written as a fraction of the theoretical maximum amount of product (1.0 means a 100% yield; for example, 0.34 means a 34% yield). (1) The reactants are B(C1CCCCC1)C1CCCCC1.[CH3:14][C:15]([CH3:19])([CH3:18])[C:16]#[CH:17].[Zn](CC)CC.[Br:25][C:26]1[CH:33]=[CH:32][CH:31]=[CH:30][C:27]=1[CH:28]=[O:29].CC([O:37]C([C@H](O)[C@@H](O)C(OC(C)C)=O)=O)C. The catalyst is CC(O[Ti](OC(C)C)(OC(C)C)OC(C)C)C. The product is [Br:25][C:26]1[CH:33]=[CH:32][CH:31]=[CH:30][C:27]=1[CH:28]([CH:17]1[CH:16]([C:15]([CH3:19])([CH3:18])[CH3:14])[O:37]1)[OH:29]. The yield is 0.780. (2) The reactants are Cl[C:2]1[C:3]2[CH:20]=[CH:19][C:18](=[O:21])[N:17]([C:22]3[C:27]([F:28])=[CH:26][CH:25]=[CH:24][C:23]=3[F:29])[C:4]=2[N:5]=[C:6]([NH:8][CH2:9][CH2:10][CH2:11][N:12]([CH2:15][CH3:16])[CH2:13][CH3:14])[N:7]=1.CC1(C)C(C)(C)OB([C:38]2[CH:46]=[CH:45][C:41]([C:42]([OH:44])=[O:43])=[CH:40][CH:39]=2)O1.C(=O)([O-])[O-].[K+].[K+]. The catalyst is O1CCOCC1.O.C1C=CC([P]([Pd]([P](C2C=CC=CC=2)(C2C=CC=CC=2)C2C=CC=CC=2)([P](C2C=CC=CC=2)(C2C=CC=CC=2)C2C=CC=CC=2)[P](C2C=CC=CC=2)(C2C=CC=CC=2)C2C=CC=CC=2)(C2C=CC=CC=2)C2C=CC=CC=2)=CC=1. The product is [CH2:13]([N:12]([CH2:15][CH3:16])[CH2:11][CH2:10][CH2:9][NH:8][C:6]1[N:7]=[C:2]([C:38]2[CH:46]=[CH:45][C:41]([C:42]([OH:44])=[O:43])=[CH:40][CH:39]=2)[C:3]2[CH:20]=[CH:19][C:18](=[O:21])[N:17]([C:22]3[C:27]([F:28])=[CH:26][CH:25]=[CH:24][C:23]=3[F:29])[C:4]=2[N:5]=1)[CH3:14]. The yield is 0.720. (3) The reactants are [Cl:1][C:2]1[N:7]=[C:6](Cl)[CH:5]=[C:4]([Cl:9])[N:3]=1.[NH2:10][C:11]1[CH:15]=[C:14]([CH:16]2[CH2:18][CH2:17]2)[NH:13][N:12]=1.C(N(CC)CC)C. The catalyst is CCO. The product is [CH:16]1([C:14]2[CH:15]=[C:11]([NH:10][C:6]3[CH:5]=[C:4]([Cl:9])[N:3]=[C:2]([Cl:1])[N:7]=3)[NH:12][N:13]=2)[CH2:18][CH2:17]1. The yield is 0.800. (4) The reactants are [C:1]([CH:5]1[O:14][CH2:13][C:12]2[C:11]3[CH:15]=[CH:16][S:17][C:10]=3[C:9](=O)[O:8][C:7]=2[CH2:6]1)([CH3:4])([CH3:3])[CH3:2].CO.[NH3:21]. No catalyst specified. The product is [C:1]([CH:5]1[O:14][CH2:13][C:12]2[C:11]3[CH:15]=[CH:16][S:17][C:10]=3[C:9](=[O:8])[NH:21][C:7]=2[CH2:6]1)([CH3:4])([CH3:3])[CH3:2]. The yield is 0.638.